Dataset: Full USPTO retrosynthesis dataset with 1.9M reactions from patents (1976-2016). Task: Predict the reactants needed to synthesize the given product. (1) Given the product [Cl-:19].[C:1]1([S+:7]([C:22]2[CH:27]=[CH:26][CH:25]=[CH:24][CH:23]=2)[C:9]2[CH:14]=[CH:13][CH:12]=[CH:11][CH:10]=2)[CH:6]=[CH:5][CH:4]=[CH:3][CH:2]=1, predict the reactants needed to synthesize it. The reactants are: [C:1]1([S:7]([C:9]2[CH:14]=[CH:13][CH:12]=[CH:11][CH:10]=2)=O)[CH:6]=[CH:5][CH:4]=[CH:3][CH:2]=1.C[Si]([Cl:19])(C)C.[Mg].Cl[C:22]1[CH:27]=[CH:26][CH:25]=[CH:24][CH:23]=1.Cl. (2) Given the product [CH3:24][O:23][C:20]1[CH:21]=[CH:22][C:17]([C:15](=[O:16])[CH2:14][O:5][C:1](=[O:6])[C@@H:2]([OH:3])[CH3:4])=[CH:18][CH:19]=1, predict the reactants needed to synthesize it. The reactants are: [C:1]([OH:6])(=[O:5])[C@H:2]([CH3:4])[OH:3].C(=O)([O-])[O-].[Cs+].[Cs+].Br[CH2:14][C:15]([C:17]1[CH:22]=[CH:21][C:20]([O:23][CH3:24])=[CH:19][CH:18]=1)=[O:16].